Task: Predict which catalyst facilitates the given reaction.. Dataset: Catalyst prediction with 721,799 reactions and 888 catalyst types from USPTO Reactant: [CH3:1][N:2]([CH3:12])[CH2:3][CH2:4][CH:5]([OH:11])[C:6]1[S:7][CH:8]=[CH:9][CH:10]=1.C(C1SC=CC=1)(=O)C.Cl.CNC.C=O.Cl. Product: [S:7]1[CH:8]=[CH:9][CH:10]=[C:6]1[C:5]([CH2:4][CH2:3][N:2]([CH3:1])[CH3:12])=[O:11]. The catalyst class is: 32.